The task is: Predict which catalyst facilitates the given reaction.. This data is from Catalyst prediction with 721,799 reactions and 888 catalyst types from USPTO. (1) The catalyst class is: 90. Product: [S:1]1[CH2:6][CH2:5][CH:4]=[C:3]([C:7]([OH:9])=[O:8])[CH2:2]1. Reactant: [S:1]1[CH2:6][CH2:5][CH:4]=[C:3]([C:7]([O:9]C)=[O:8])[CH2:2]1.CO.[OH-].[Li+].Cl. (2) Reactant: [CH:1]1([N:4]([CH2:18][C:19]2[O:23][CH:22]=[C:21]([C:24](O)=[O:25])[CH:20]=2)[S:5]([C:8]2[C:13]([CH3:14])=[CH:12][C:11]([O:15][CH3:16])=[CH:10][C:9]=2[CH3:17])(=[O:7])=[O:6])[CH2:3][CH2:2]1.[CH3:27][N:28]1[CH2:33][CH2:32][CH:31]([CH2:34][N:35]2[CH2:40][CH2:39][NH:38][CH2:37][CH2:36]2)[CH2:30][CH2:29]1.CC(C)N=C=NC(C)C.C1C=C2N=NN(O)C2=CC=1.O. Product: [CH:1]1([N:4]([CH2:18][C:19]2[O:23][CH:22]=[C:21]([C:24]([N:38]3[CH2:37][CH2:36][N:35]([CH2:34][CH:31]4[CH2:32][CH2:33][N:28]([CH3:27])[CH2:29][CH2:30]4)[CH2:40][CH2:39]3)=[O:25])[CH:20]=2)[S:5]([C:8]2[C:9]([CH3:17])=[CH:10][C:11]([O:15][CH3:16])=[CH:12][C:13]=2[CH3:14])(=[O:6])=[O:7])[CH2:2][CH2:3]1. The catalyst class is: 2. (3) Reactant: [CH3:1][O:2][C:3]1[CH:4]=[C:5]([CH:11]2[C:19]3[C:14](=[CH:15][C:16]([O:22][CH3:23])=[C:17]([O:20][CH3:21])[CH:18]=3)[CH:13]([CH2:24][CH2:25][OH:26])[CH:12]2[CH2:27][OH:28])[CH:6]=[CH:7][C:8]=1[O:9][CH3:10].[CH3:29][S:30](O[S:30]([CH3:29])(=[O:32])=[O:31])(=[O:32])=[O:31].N1C=CC=CC=1. Product: [CH3:1][O:2][C:3]1[CH:4]=[C:5]([CH:11]2[C:19]3[C:14](=[CH:15][C:16]([O:22][CH3:23])=[C:17]([O:20][CH3:21])[CH:18]=3)[CH:13]([CH2:24][CH2:25][O:26][S:30]([CH3:29])(=[O:32])=[O:31])[CH:12]2[CH2:27][O:28][S:30]([CH3:29])(=[O:32])=[O:31])[CH:6]=[CH:7][C:8]=1[O:9][CH3:10]. The catalyst class is: 4. (4) Reactant: [C:1]([O:5][C:6]([N:8]1[CH2:13][CH:12]=[C:11]([C:14]2[CH:19]=[CH:18][N:17]3[C:20]([CH2:23][CH:24]4[CH2:26][CH2:25]4)=[N:21][N:22]=[C:16]3[C:15]=2[CH3:27])[CH2:10][CH2:9]1)=[O:7])([CH3:4])([CH3:3])[CH3:2]. Product: [C:1]([O:5][C:6]([N:8]1[CH2:9][CH2:10][CH:11]([C:14]2[CH:19]=[CH:18][N:17]3[C:20]([CH2:23][CH:24]4[CH2:25][CH2:26]4)=[N:21][N:22]=[C:16]3[C:15]=2[CH3:27])[CH2:12][CH2:13]1)=[O:7])([CH3:4])([CH3:3])[CH3:2]. The catalyst class is: 50. (5) Reactant: [OH:1][C:2]1[CH:3]=[C:4]([CH:9]=[C:10]([OH:12])[CH:11]=1)[C:5]([O:7][CH3:8])=[O:6].CC(C)([O-])C.[K+].F[C:20]1[CH:25]=[CH:24][C:23]([N+:26]([O-:28])=[O:27])=[CH:22][CH:21]=1.Cl. Product: [OH:1][C:2]1[CH:3]=[C:4]([CH:9]=[C:10]([O:12][C:20]2[CH:25]=[CH:24][C:23]([N+:26]([O-:28])=[O:27])=[CH:22][CH:21]=2)[CH:11]=1)[C:5]([O:7][CH3:8])=[O:6]. The catalyst class is: 18. (6) Reactant: [Cl:1][C:2]1[CH:7]=[CH:6][C:5]([C:8]2[C:16]3[C:11](=[N:12][CH:13]=[N:14][C:15]=3[NH2:17])[NH:10][N:9]=2)=[CH:4][CH:3]=1.[C:18]([O:22][C:23]([N:25]1[CH2:28][CH:27](OS(C)(=O)=O)[CH2:26]1)=[O:24])([CH3:21])([CH3:20])[CH3:19].C(=O)([O-])[O-].[Cs+].[Cs+]. Product: [C:18]([O:22][C:23]([N:25]1[CH2:28][CH:27]([N:10]2[C:11]3=[N:12][CH:13]=[N:14][C:15]([NH2:17])=[C:16]3[C:8]([C:5]3[CH:6]=[CH:7][C:2]([Cl:1])=[CH:3][CH:4]=3)=[N:9]2)[CH2:26]1)=[O:24])([CH3:21])([CH3:19])[CH3:20]. The catalyst class is: 9. (7) Reactant: [N:1]1[CH:6]=[C:5]([C:7]([O:9][CH2:10][CH3:11])=[O:8])[N:4]=[CH:3][C:2]=1[C:12]([O:14]CC)=O.O.[NH2:18][NH2:19]. Product: [NH:18]([C:12]([C:2]1[N:1]=[CH:6][C:5]([C:7]([O:9][CH2:10][CH3:11])=[O:8])=[N:4][CH:3]=1)=[O:14])[NH2:19]. The catalyst class is: 8. (8) Reactant: [CH3:1][C:2]1[C@@H:19]([O:20][C:21]([C@H:23]([OH:40])[C@@H:24]([NH:31][C:32](C2C=CC=CC=2)=[O:33])[C:25]2[CH:26]=[CH:27][CH:28]=[CH:29][CH:30]=2)=[O:22])[CH2:18][C@:14]2([OH:41])[C:15]([CH3:17])([CH3:16])[C:3]=1[C@@H:4]([O:59]C(C)=O)[C:5]([C@@:7]1([CH3:58])[C@H:12]([C@@H:13]2[O:42][C:43]([C:45]2[CH:46]=[CH:47][CH:48]=[CH:49][CH:50]=2)=[O:44])[C@:11]2([O:53][C:54]([CH3:56])=[O:55])[CH2:51][O:52][C@@H:10]2[CH2:9][C@@H:8]1[OH:57])=[O:6].C([O-])(O)=[O:64].[Na+].[CH3:68][C:69](OC(OC(O[C:69]([CH3:71])([CH3:70])[CH3:68])=O)=O)([CH3:71])[CH3:70]. Product: [CH3:1][C:2]1[C@@H:19]([O:20][C:21]([C@H:23]([OH:40])[C@@H:24]([NH:31][C:32]([O:33][C:69]([CH3:71])([CH3:70])[CH3:68])=[O:64])[C:25]2[CH:26]=[CH:27][CH:28]=[CH:29][CH:30]=2)=[O:22])[CH2:18][C@:14]2([OH:41])[C:15]([CH3:17])([CH3:16])[C:3]=1[C@@H:4]([OH:59])[C:5]([C@@:7]1([CH3:58])[C@H:12]([C@@H:13]2[O:42][C:43]([C:45]2[CH:50]=[CH:49][CH:48]=[CH:47][CH:46]=2)=[O:44])[C@:11]2([O:53][C:54]([CH3:56])=[O:55])[CH2:51][O:52][C@@H:10]2[CH2:9][C@@H:8]1[OH:57])=[O:6]. The catalyst class is: 13. (9) Product: [Br:8][C:9]1[CH:10]=[C:11]([CH:17]([NH:5][CH2:4][CH:3]([O:6][CH3:7])[O:2][CH3:1])[CH3:18])[CH:12]=[CH:13][C:14]=1[O:15][CH3:16]. Reactant: [CH3:1][O:2][CH:3]([O:6][CH3:7])[CH2:4][NH2:5].[Br:8][C:9]1[CH:10]=[C:11]([C:17](=O)[CH3:18])[CH:12]=[CH:13][C:14]=1[O:15][CH3:16].[BH4-].[Na+].Cl. The catalyst class is: 11.